The task is: Predict the reactants needed to synthesize the given product.. This data is from Full USPTO retrosynthesis dataset with 1.9M reactions from patents (1976-2016). (1) Given the product [F:23][C:10]([F:9])([F:22])[CH:11]([C:14]1[CH:19]=[CH:18][N:17]=[C:16]([C:20]([NH2:21])=[O:2])[CH:15]=1)[O:12][CH3:13], predict the reactants needed to synthesize it. The reactants are: C(=O)(O)[O-:2].[Na+].Cl.NO.[F:9][C:10]([F:23])([F:22])[CH:11]([C:14]1[CH:19]=[CH:18][N:17]=[C:16]([C:20]#[N:21])[CH:15]=1)[O:12][CH3:13]. (2) Given the product [CH2:34]([O:33]/[CH:31]=[CH:32]/[C:15]1[C:14]([C:24]([O:26][CH2:27][CH3:28])=[O:25])=[N:13][CH:12]=[C:11]2[N:7]([CH2:6][C:5]3[CH:29]=[CH:30][C:2]([F:1])=[CH:3][CH:4]=3)[CH:8]=[CH:9][C:10]=12)[CH3:35], predict the reactants needed to synthesize it. The reactants are: [F:1][C:2]1[CH:30]=[CH:29][C:5]([CH2:6][N:7]2[C:11]3=[CH:12][N:13]=[C:14]([C:24]([O:26][CH2:27][CH3:28])=[O:25])[C:15](OS(C(F)(F)F)(=O)=O)=[C:10]3[CH:9]=[CH:8]2)=[CH:4][CH:3]=1.[CH2:31]([O:33][CH:34]=[CH:35][Sn](CCCC)(CCCC)CCCC)[CH3:32].C(N(CC)CC)C.